From a dataset of Reaction yield outcomes from USPTO patents with 853,638 reactions. Predict the reaction yield, written as a fraction of the theoretical maximum amount of product (1.0 means a 100% yield; for example, 0.34 means a 34% yield). (1) The reactants are [CH3:1][O-:2].[Na+].[Br:4][C:5]1[CH:6]=[N:7][N:8]2[C:13](Cl)=[C:12]([CH2:15][CH3:16])[C:11]([CH3:17])=[N:10][C:9]=12. The catalyst is CO. The product is [Br:4][C:5]1[CH:6]=[N:7][N:8]2[C:13]([O:2][CH3:1])=[C:12]([CH2:15][CH3:16])[C:11]([CH3:17])=[N:10][C:9]=12. The yield is 0.890. (2) The reactants are Cl.Cl[CH2:3][C:4]1[N:5]=[CH:6][N:7]([CH2:10][CH3:11])[C:8]=1[CH3:9].[CH3:12][C:13]1[N:18]=[C:17]([SH:19])[N:16]=[C:15]([OH:20])[CH:14]=1.C(=O)([O-])[O-].[K+].[K+]. The catalyst is CC(C)=O. The product is [CH2:10]([N:7]1[C:8]([CH3:9])=[C:4]([CH2:3][S:19][C:17]2[N:16]=[C:15]([OH:20])[CH:14]=[C:13]([CH3:12])[N:18]=2)[N:5]=[CH:6]1)[CH3:11]. The yield is 0.320. (3) The reactants are Br[CH:2]([C:5]1[CH:10]=[CH:9][CH:8]=[CH:7][CH:6]=1)[CH:3]=O.[NH2:11][C:12]([NH2:14])=[S:13]. The catalyst is C(O)C. The product is [C:5]1([C:2]2[S:13][C:12]([NH2:14])=[N:11][CH:3]=2)[CH:10]=[CH:9][CH:8]=[CH:7][CH:6]=1. The yield is 0.565. (4) The reactants are [O:1]=[C:2]([NH:25][CH2:26][C:27]1[CH:28]=[N:29][CH:30]=[CH:31][CH:32]=1)[CH2:3][CH2:4][CH2:5][CH2:6][CH2:7][C:8]([NH:10][C:11]1[CH:16]=[CH:15][CH:14]=[CH:13][C:12]=1[NH:17]C(=O)OC(C)(C)C)=[O:9].Cl. The catalyst is CCOC(C)=O. The product is [NH2:17][C:12]1[CH:13]=[CH:14][CH:15]=[CH:16][C:11]=1[NH:10][C:8](=[O:9])[CH2:7][CH2:6][CH2:5][CH2:4][CH2:3][C:2]([NH:25][CH2:26][C:27]1[CH:28]=[N:29][CH:30]=[CH:31][CH:32]=1)=[O:1]. The yield is 0.646. (5) The reactants are [OH:1][NH:2][C:3](=[NH:6])[CH2:4][OH:5].[F:7][C:8]1[CH:16]=[CH:15][C:11]([C:12](Cl)=O)=[CH:10][CH:9]=1.N1C=CC=C[CH:18]=1. The catalyst is C(Cl)Cl. The product is [F:7][C:8]1[CH:16]=[CH:15][C:11]([C:12]2[O:1][N:2]=[C:3]([CH:4]([OH:5])[CH3:18])[N:6]=2)=[CH:10][CH:9]=1. The yield is 0.0900. (6) The reactants are [NH2:1][C:2]1[CH:9]=[CH:8][CH:7]=[C:6](Br)[C:3]=1[C:4]#[N:5].[O:11]1[CH2:15][CH2:14][CH:13]=[C:12]1[Sn](C)(C)C.[Cl-].[NH4+].[OH-].[NH4+]. The catalyst is C1(C)C=CC=CC=1.C1(P(C2C=CC=CC=2)C2C=CC=CC=2)C=CC=CC=1.C1(P(C2C=CC=CC=2)C2C=CC=CC=2)C=CC=CC=1.C1(P(C2C=CC=CC=2)C2C=CC=CC=2)C=CC=CC=1.C1(P(C2C=CC=CC=2)C2C=CC=CC=2)C=CC=CC=1.[Pd]. The product is [NH2:1][C:2]1[CH:9]=[CH:8][CH:7]=[C:6]([C:12]2[O:11][CH2:15][CH2:14][CH:13]=2)[C:3]=1[C:4]#[N:5]. The yield is 0.680. (7) The catalyst is C(Cl)Cl. The product is [C:2]1([CH:1]2[S:13][CH2:9][CH2:10][CH2:11][S:12]2)[CH:7]=[CH:6][CH:5]=[CH:4][CH:3]=1. The yield is 0.870. The reactants are [CH:1](=O)[C:2]1[CH:7]=[CH:6][CH:5]=[CH:4][CH:3]=1.[CH2:9]([SH:13])[CH2:10][CH2:11][SH:12].B(F)(F)F.CCOCC.